From a dataset of Full USPTO retrosynthesis dataset with 1.9M reactions from patents (1976-2016). Predict the reactants needed to synthesize the given product. (1) Given the product [ClH:52].[CH3:1][CH:2]([CH3:45])[CH2:3][N:4]([C@H:5]1[CH2:10][C@@H:9]([C:11]([N:13]2[CH2:14][CH2:15][O:16][CH2:17][CH2:18]2)=[O:12])[CH2:8][NH:7][CH2:6]1)[C:26]([C:28]1[N:29]([CH2:37][CH2:38][C:39]2[CH:44]=[CH:43][CH:42]=[CH:41][CH:40]=2)[C:30]2[C:35]([CH:36]=1)=[CH:34][CH:33]=[CH:32][CH:31]=2)=[O:27], predict the reactants needed to synthesize it. The reactants are: [CH3:1][CH:2]([CH3:45])[CH2:3][N:4]([C:26]([C:28]1[N:29]([CH2:37][CH2:38][C:39]2[CH:44]=[CH:43][CH:42]=[CH:41][CH:40]=2)[C:30]2[C:35]([CH:36]=1)=[CH:34][CH:33]=[CH:32][CH:31]=2)=[O:27])[C@H:5]1[CH2:10][C@@H:9]([C:11]([N:13]2[CH2:18][CH2:17][O:16][CH2:15][CH2:14]2)=[O:12])[CH2:8][N:7](C(OC(C)(C)C)=O)[CH2:6]1.C(OCC)(=O)C.[ClH:52]. (2) Given the product [C:1]([N:4]1[CH2:12][CH2:11][CH:7]([C:8]([O:19][C:13]2[CH:18]=[CH:17][CH:16]=[CH:15][CH:14]=2)=[O:9])[CH2:6][CH2:5]1)(=[O:3])[CH3:2], predict the reactants needed to synthesize it. The reactants are: [C:1]([N:4]1[CH2:12][CH2:11][CH:7]([C:8](Cl)=[O:9])[CH2:6][CH2:5]1)(=[O:3])[CH3:2].[C:13]1([OH:19])[CH:18]=[CH:17][CH:16]=[CH:15][CH:14]=1.CCN(CC)CC. (3) Given the product [NH:10]([C:6]1[CH:5]=[CH:4][NH:3][C:2](=[O:1])[CH:7]=1)[NH2:11], predict the reactants needed to synthesize it. The reactants are: [OH:1][C:2]1[CH:7]=[C:6](O)[CH:5]=[CH:4][N:3]=1.O.[NH2:10][NH2:11].